Dataset: Experimentally validated miRNA-target interactions with 360,000+ pairs, plus equal number of negative samples. Task: Binary Classification. Given a miRNA mature sequence and a target amino acid sequence, predict their likelihood of interaction. The miRNA is hsa-miR-509-3-5p with sequence UACUGCAGACGUGGCAAUCAUG. The protein sequence of the target gene is MAGNFDSEERSSWYWGRLSRQEAVALLQGQRHGVFLVRDSSTSPGDYVLSVSENSRVSHYIINSSGPRPPVPPSPAQPPPGVSPSRLRIGDQEFDSLPALLEFYKIHYLDTTTLIEPVSRSRQGSGVILRQEEAEYVRALFDFNGNDEEDLPFKKGDILRIRDKPEEQWWNAEDSEGKRGMIPVPYVEKYRPASASVSALIGGNQEGSHPQPLGGPEPGPYAQPSVNTPLPNLQNGPIYARVIQKRVPNAYDKTALALEVGELVKVTKINVSGQWEGECNGKRGHFPFTHVRLLDQQNPD.... Result: 1 (interaction).